From a dataset of Reaction yield outcomes from USPTO patents with 853,638 reactions. Predict the reaction yield, written as a fraction of the theoretical maximum amount of product (1.0 means a 100% yield; for example, 0.34 means a 34% yield). (1) The reactants are [NH2:1][CH:2]([C:23]1[CH:28]=[CH:27][CH:26]=[CH:25][CH:24]=1)[C:3]1([N:8]([CH2:16][C:17]2[CH:22]=[CH:21][CH:20]=[CH:19][CH:18]=2)[CH2:9][C:10]2[CH:15]=[CH:14][CH:13]=[CH:12][CH:11]=2)[CH2:7][CH2:6][CH2:5][CH2:4]1.[CH3:29][C:30]1[CH:38]=[CH:37][CH:36]=[C:35]([CH3:39])[C:31]=1[C:32](Cl)=[O:33].C(N(CC)CC)C. The catalyst is C(Cl)Cl. The product is [C:10]1([CH2:9][N:8]([CH2:16][C:17]2[CH:22]=[CH:21][CH:20]=[CH:19][CH:18]=2)[C:3]2([CH:2]([C:23]3[CH:28]=[CH:27][CH:26]=[CH:25][CH:24]=3)[NH:1][C:32](=[O:33])[C:31]3[C:35]([CH3:39])=[CH:36][CH:37]=[CH:38][C:30]=3[CH3:29])[CH2:7][CH2:6][CH2:5][CH2:4]2)[CH:15]=[CH:14][CH:13]=[CH:12][CH:11]=1. The yield is 0.800. (2) The reactants are [CH3:1][O:2][C:3]1[CH:8]=[CH:7][C:6]([CH2:9][C:10]([OH:12])=O)=[CH:5][CH:4]=1.[C:13]1([OH:19])[CH:18]=[CH:17][CH:16]=[CH:15][CH:14]=1. No catalyst specified. The product is [OH:19][C:13]1[CH:18]=[CH:17][C:16]([C:10](=[O:12])[CH2:9][C:6]2[CH:5]=[CH:4][C:3]([O:2][CH3:1])=[CH:8][CH:7]=2)=[CH:15][CH:14]=1. The yield is 0.200. (3) The catalyst is CN(C=O)C. The yield is 0.840. The product is [CH3:11][O:12][C:13]1[CH:18]=[CH:17][C:16]([S:19][C:2]2[N:7]=[C:6]([CH3:8])[C:5]([CH:9]=[O:10])=[CH:4][CH:3]=2)=[CH:15][CH:14]=1. The reactants are Br[C:2]1[N:7]=[C:6]([CH3:8])[C:5]([CH:9]=[O:10])=[CH:4][CH:3]=1.[CH3:11][O:12][C:13]1[CH:18]=[CH:17][C:16]([SH:19])=[CH:15][CH:14]=1.C([O-])([O-])=O.[K+].[K+].